This data is from Forward reaction prediction with 1.9M reactions from USPTO patents (1976-2016). The task is: Predict the product of the given reaction. (1) The product is: [CH3:1][C@@H:2]1[C@H:20]([OH:21])[C@@H:19]([CH3:22])[C:17](=[O:18])[C:16]([CH3:23])([CH3:24])[C@@H:15]([OH:25])[CH2:14][C:12](=[O:13])[O:11][C@H:10](/[C:26](/[CH3:34])=[CH:27]/[C:28]2[N:32]=[C:31]([CH3:33])[S:30][CH:29]=2)[CH2:9][C@@H:7]2[O:8][C@:6]2([CH3:35])[CH2:5][CH2:4][CH2:3]1. Given the reactants [CH3:1][C@@H:2]1[C@H:20]([OH:21])[C@@H:19]([CH3:22])[C:17](=[O:18])[C:16]([CH3:24])([CH3:23])[C@@H:15]([OH:25])[CH2:14][C:12](=[O:13])[O:11][C@H:10](/[C:26](/[CH3:34])=[CH:27]/[C:28]2[N:32]=[C:31]([CH3:33])[S:30][CH:29]=2)[CH2:9][C@@H:7]2[O:8][C@:6]2([CH3:35])[CH2:5][CH:4]=[CH:3]1.CCN(CC)CC.CCCCCC.CCOC(C)=O, predict the reaction product. (2) Given the reactants [CH3:1][N:2]([CH2:4][CH:5]1[CH:11]2[CH2:12][CH:8]([CH2:9][CH2:10]2)[CH:7]=[C:6]1[C:13]1[CH:14]=[C:15]([OH:19])[CH:16]=[CH:17][CH:18]=1)[CH3:3], predict the reaction product. The product is: [CH3:3][N:2]([CH2:4][CH:5]1[CH:6]([C:13]2[CH:14]=[C:15]([OH:19])[CH:16]=[CH:17][CH:18]=2)[CH2:7][CH:8]2[CH2:12][CH:11]1[CH2:10][CH2:9]2)[CH3:1]. (3) Given the reactants [CH3:1][NH:2][C:3]([NH:5][C:6]1[CH:14]=[CH:13][C:9]([C:10]([OH:12])=[O:11])=[CH:8][CH:7]=1)=[S:4].C[O:16][C:17](=O)[CH2:18]Br, predict the reaction product. The product is: [CH3:1][N:2]1[C:17](=[O:16])[CH2:18][S:4][C:3]1=[N:5][C:6]1[CH:14]=[CH:13][C:9]([C:10]([OH:12])=[O:11])=[CH:8][CH:7]=1. (4) Given the reactants [F:1][C:2]([F:21])([F:20])[C:3]1[CH:4]=[C:5](B2OC(C)(C)C(C)(C)O2)[CH:6]=[C:7]([CH:9]=[CH2:10])[CH:8]=1.[F:22][C:23]1[CH:24]=[C:25]([CH:35]([NH:37][C:38]([C:40]2[O:41][C:42](Br)=[CH:43][CH:44]=2)=[O:39])[CH3:36])[CH:26]=[C:27]([F:34])[C:28]=1[NH:29][S:30]([CH3:33])(=[O:32])=[O:31].C([O-])([O-])=O.[Cs+].[Cs+], predict the reaction product. The product is: [F:22][C:23]1[CH:24]=[C:25]([CH:35]([NH:37][C:38]([C:40]2[O:41][C:42]([C:5]3[CH:6]=[C:7]([CH:9]=[CH2:10])[CH:8]=[C:3]([C:2]([F:1])([F:20])[F:21])[CH:4]=3)=[CH:43][CH:44]=2)=[O:39])[CH3:36])[CH:26]=[C:27]([F:34])[C:28]=1[NH:29][S:30]([CH3:33])(=[O:32])=[O:31]. (5) The product is: [CH3:1][C:2]1[CH:9]([C:8]([CH3:11])([O:13][CH3:12])[CH:7]=[C:4]([CH:5]=[O:6])[CH:3]=1)[O:10][CH2:22][C:21]([O:20][CH2:18][CH3:19])=[O:24]. Given the reactants [CH3:1][C:2]1[CH:3]=[C:4]([CH:7]=[C:8]([CH3:11])[C:9]=1[OH:10])[CH:5]=[O:6].[C:12]([O-])([O-])=[O:13].[K+].[K+].[CH2:18]([O:20][C:21](=[O:24])[CH2:22]Br)[CH3:19].C(O)C, predict the reaction product.